Dataset: Blood-brain barrier permeability classification from the B3DB database. Task: Regression/Classification. Given a drug SMILES string, predict its absorption, distribution, metabolism, or excretion properties. Task type varies by dataset: regression for continuous measurements (e.g., permeability, clearance, half-life) or binary classification for categorical outcomes (e.g., BBB penetration, CYP inhibition). Dataset: b3db_classification. (1) The compound is CC([C@H](C)OC(N)=O)[C@@H](C)OC(N)=O. The result is 1 (penetrates BBB). (2) The molecule is CC[C@H](C(=O)OCCN1CCO[C@@H](c2ccccc2)[C@@H]1C)c1ccccc1. The result is 1 (penetrates BBB). (3) The drug is O=C(CCCN1CCN2CCCC2C1)c1ccc(F)cc1. The result is 1 (penetrates BBB). (4) The drug is O=C(Cc1ccc(Cl)c(Cl)c1)N1CCc2ccsc2[C@H]1CN1CCCC1. The result is 1 (penetrates BBB).